Task: Predict the reactants needed to synthesize the given product.. Dataset: Full USPTO retrosynthesis dataset with 1.9M reactions from patents (1976-2016) (1) Given the product [Cl:2][C:3]1[CH:26]=[CH:25][C:6]2[N:7]3[C:11](=[N:10][N:9]=[C:8]3[C@H:15]3[CH2:16][CH2:17][C@H:18]([O:21][CH:22]([CH3:24])[CH3:23])[CH2:19][CH2:20]3)[CH2:12][N:13]([S:35]([CH3:34])(=[O:37])=[O:36])[CH2:14][C:5]=2[CH:4]=1, predict the reactants needed to synthesize it. The reactants are: Cl.[Cl:2][C:3]1[CH:26]=[CH:25][C:6]2[N:7]3[C:11]([CH2:12][NH:13][CH2:14][C:5]=2[CH:4]=1)=[N:10][N:9]=[C:8]3[C@H:15]1[CH2:20][CH2:19][C@H:18]([O:21][CH:22]([CH3:24])[CH3:23])[CH2:17][CH2:16]1.C(N(CC)CC)C.[CH3:34][S:35](Cl)(=[O:37])=[O:36]. (2) Given the product [I:8][C:6]1[C:5]([CH3:9])=[CH:4][N:3]=[C:2]([NH2:11])[CH:7]=1, predict the reactants needed to synthesize it. The reactants are: F[C:2]1[CH:7]=[C:6]([I:8])[C:5]([CH3:9])=[CH:4][N:3]=1.[OH-].[NH4+:11]. (3) Given the product [CH2:2]([N:4]1[CH2:10][C:9]([O:12][CH3:13])=[CH:8][C:7]1=[O:6])[CH3:3], predict the reactants needed to synthesize it. The reactants are: Cl.[CH2:2]([NH2:4])[CH3:3].C[O:6][C:7](=O)/[CH:8]=[C:9](/[O:12][CH3:13])\[CH2:10]Cl. (4) Given the product [N:6]1[C:5]2[CH:7]=[CH:8][CH:9]=[CH:10][C:4]=2[NH:3][C:2]=1[NH:14][C:13]1[CH:15]=[CH:16][CH:17]=[C:18]([C:19]([F:20])([F:21])[F:22])[C:12]=1[F:11], predict the reactants needed to synthesize it. The reactants are: Cl[C:2]1[NH:3][C:4]2[CH:10]=[CH:9][CH:8]=[CH:7][C:5]=2[N:6]=1.[F:11][C:12]1[C:18]([C:19]([F:22])([F:21])[F:20])=[CH:17][CH:16]=[CH:15][C:13]=1[NH2:14].